From a dataset of Catalyst prediction with 721,799 reactions and 888 catalyst types from USPTO. Predict which catalyst facilitates the given reaction. (1) Product: [CH2:1]([S:3]([C:5]1[O:6][C:7]2[C:12]([C:13](=[O:17])[C:14]=1[CH2:15][O:16][CH:19]1[CH2:20][CH2:21][CH2:22][CH2:23][O:18]1)=[CH:11][CH:10]=[CH:9][CH:8]=2)=[O:4])[CH3:2]. Reactant: [CH2:1]([S:3]([C:5]1[O:6][C:7]2[C:12]([C:13](=[O:17])[C:14]=1[CH2:15][OH:16])=[CH:11][CH:10]=[CH:9][CH:8]=2)=[O:4])[CH3:2].[O:18]1[CH:23]=[CH:22][CH2:21][CH2:20][CH2:19]1.C1(C)C(S(O)(=O)=O)=CC=CC=1.O. The catalyst class is: 96. (2) Reactant: [Si:1]([O:8][C@@H:9]([C@H:14]1[CH2:18][O:17][C:16]([CH3:20])([CH3:19])[O:15]1)[C@@H:10]([CH3:13])[CH2:11]O)([C:4]([CH3:7])([CH3:6])[CH3:5])([CH3:3])[CH3:2].CC(OC(/N=N/C(OC(C)C)=O)=O)C.C1C=CC(P(C2C=CC=CC=2)C2C=CC=CC=2)=CC=1.C1C=CC(P([N:68]=[N+:69]=[N-:70])(C2C=CC=CC=2)=O)=CC=1. Product: [N:68]([CH2:11][C@H:10]([CH3:13])[C@H:9]([C@H:14]1[CH2:18][O:17][C:16]([CH3:20])([CH3:19])[O:15]1)[O:8][Si:1]([C:4]([CH3:7])([CH3:6])[CH3:5])([CH3:3])[CH3:2])=[N+:69]=[N-:70]. The catalyst class is: 1. (3) Reactant: [N+:1]([C:4]1[CH:5]=[N:6][NH:7][CH:8]=1)([O-:3])=[O:2].Br[CH2:10][CH2:11][O:12][CH3:13].C(=O)([O-])[O-].[K+].[K+]. Product: [CH3:13][O:12][CH2:11][CH2:10][N:6]1[CH:5]=[C:4]([N+:1]([O-:3])=[O:2])[CH:8]=[N:7]1. The catalyst class is: 10.